Dataset: Forward reaction prediction with 1.9M reactions from USPTO patents (1976-2016). Task: Predict the product of the given reaction. Given the reactants [Br:1][C:2]1[C:10]2[C:5](=[CH:6][CH:7]=[C:8]([N+:11]([O-])=O)[CH:9]=2)[N:4]([S:14]([C:17]2[CH:23]=[CH:22][C:20]([CH3:21])=[CH:19][CH:18]=2)(=[O:16])=[O:15])[N:3]=1, predict the reaction product. The product is: [Br:1][C:2]1[C:10]2[C:5](=[CH:6][CH:7]=[C:8]([NH2:11])[CH:9]=2)[N:4]([S:14]([C:17]2[CH:23]=[CH:22][C:20]([CH3:21])=[CH:19][CH:18]=2)(=[O:15])=[O:16])[N:3]=1.